This data is from Choline transporter screen with 302,306 compounds. The task is: Binary Classification. Given a drug SMILES string, predict its activity (active/inactive) in a high-throughput screening assay against a specified biological target. The result is 1 (active). The compound is s1c(NC(=O)c2sccc2)ncc1[N+]([O-])=O.